This data is from Forward reaction prediction with 1.9M reactions from USPTO patents (1976-2016). The task is: Predict the product of the given reaction. (1) The product is: [CH3:18][C:2]([CH3:1])([CH3:19])[CH2:3][O:4][C:5]1[CH:13]=[CH:12][C:11]([S:14]([CH3:17])(=[O:16])=[O:15])=[CH:10][C:6]=1[C:7]([N:33]1[CH2:34][CH2:35][N:30]([C:28]2[S:29][C:25]([S:22]([CH3:21])(=[O:24])=[O:23])=[CH:26][N:27]=2)[CH2:31][CH2:32]1)=[O:9]. Given the reactants [CH3:1][C:2]([CH3:19])([CH3:18])[CH2:3][O:4][C:5]1[CH:13]=[CH:12][C:11]([S:14]([CH3:17])(=[O:16])=[O:15])=[CH:10][C:6]=1[C:7]([OH:9])=O.Cl.[CH3:21][S:22]([C:25]1[S:29][C:28]([N:30]2[CH2:35][CH2:34][NH:33][CH2:32][CH2:31]2)=[N:27][CH:26]=1)(=[O:24])=[O:23], predict the reaction product. (2) Given the reactants [NH2:1][C@H:2]([C:7]([OH:9])=[O:8])[CH2:3][C:4](=[O:6])[NH2:5].C(=O)([O-])[O-].[Na+].[Na+].O1CCOCC1.[C:22]([O:26][C:27](O[C:27]([O:26][C:22]([CH3:25])([CH3:24])[CH3:23])=[O:28])=[O:28])([CH3:25])([CH3:24])[CH3:23], predict the reaction product. The product is: [C:22]([O:26][C:27]([NH:1][C@H:2]([C:7]([OH:9])=[O:8])[CH2:3][C:4](=[O:6])[NH2:5])=[O:28])([CH3:25])([CH3:24])[CH3:23]. (3) Given the reactants [C:1]([C@:3]1([OH:16])[CH2:11][CH2:10][CH2:9][C@@H:8]2[C@H:4]1[CH2:5][CH2:6][N:7]2[C:12]([O:14][CH3:15])=[O:13])#[CH:2].Br[C:18]1[CH:23]=[CH:22][N:21]=[C:20]([CH3:24])[CH:19]=1.CCN(CC)CC, predict the reaction product. The product is: [OH:16][C@@:3]1([C:1]#[C:2][C:18]2[CH:23]=[CH:22][N:21]=[C:20]([CH3:24])[CH:19]=2)[CH2:11][CH2:10][CH2:9][C@@H:8]2[C@H:4]1[CH2:5][CH2:6][N:7]2[C:12]([O:14][CH3:15])=[O:13]. (4) Given the reactants [C:1]([C:3]1[CH:9]=[CH:8][C:6]([NH2:7])=[CH:5][CH:4]=1)#[N:2].[CH:10](O)=[O:11], predict the reaction product. The product is: [C:1]([C:3]1[CH:9]=[CH:8][C:6]([NH:7][CH:10]=[O:11])=[CH:5][CH:4]=1)#[N:2]. (5) Given the reactants [Cl:1][C:2]1[C:7]([NH2:8])=[CH:6][C:5]([B:9]2[O:13]C(C)(C)C(C)(C)[O:10]2)=[CH:4][N:3]=1.[CH:18]1([S:21](Cl)(=[O:23])=[O:22])[CH2:20][CH2:19]1, predict the reaction product. The product is: [Cl:1][C:2]1[N:3]=[CH:4][C:5]([B:9]([OH:10])[OH:13])=[CH:6][C:7]=1[NH:8][S:21]([CH:18]1[CH2:20][CH2:19]1)(=[O:23])=[O:22].